This data is from Reaction yield outcomes from USPTO patents with 853,638 reactions. The task is: Predict the reaction yield, written as a fraction of the theoretical maximum amount of product (1.0 means a 100% yield; for example, 0.34 means a 34% yield). (1) The reactants are [BH4-].[Li+].[CH2:3]([N:10]([CH2:18][C:19]1[CH:24]=[CH:23][CH:22]=[CH:21][CH:20]=1)[CH2:11][C@@H:12]([F:17])[C:13](OC)=[O:14])[C:4]1[CH:9]=[CH:8][CH:7]=[CH:6][CH:5]=1. The catalyst is C1COCC1. The product is [CH2:18]([N:10]([CH2:3][C:4]1[CH:5]=[CH:6][CH:7]=[CH:8][CH:9]=1)[CH2:11][C@@H:12]([F:17])[CH2:13][OH:14])[C:19]1[CH:20]=[CH:21][CH:22]=[CH:23][CH:24]=1. The yield is 0.930. (2) The reactants are [Cl:1][C:2]1[C:3]([O:12][C:13]2[CH:18]=[C:17]([O:19][CH2:20][CH2:21][O:22][CH3:23])[CH:16]=[CH:15][C:14]=2/[CH:24]=[CH:25]/[C:26](O)=[O:27])=[N:4][CH:5]=[C:6]([C:8]([F:11])([F:10])[F:9])[CH:7]=1.Cl.C(N=C=NCCCN(C)C)C.[N:41]1[CH:46]=[CH:45][CH:44]=[CH:43][C:42]=1[S:47]([NH2:50])(=[O:49])=[O:48].Cl. The catalyst is C(#N)C.CN(C)C1C=CN=CC=1.C(OCC)(=O)C. The product is [Cl:1][C:2]1[C:3]([O:12][C:13]2[CH:18]=[C:17]([O:19][CH2:20][CH2:21][O:22][CH3:23])[CH:16]=[CH:15][C:14]=2/[CH:24]=[CH:25]/[C:26]([NH:50][S:47]([C:42]2[CH:43]=[CH:44][CH:45]=[CH:46][N:41]=2)(=[O:49])=[O:48])=[O:27])=[N:4][CH:5]=[C:6]([C:8]([F:10])([F:9])[F:11])[CH:7]=1. The yield is 0.130. (3) The reactants are [CH:1]([C:3]1[N:11]2[C:6]([CH2:7][CH2:8][CH2:9][CH2:10]2)=[CH:5][C:4]=1[C:12]([O:14]C)=O)=O.[OH-].[NH3+:17][NH2:18]. No catalyst specified. The product is [C:12]1(=[O:14])[C:4]2[CH:5]=[C:6]3[N:11]([C:3]=2[CH:1]=[N:18][NH:17]1)[CH2:10][CH2:9][CH2:8][CH2:7]3. The yield is 0.750. (4) The reactants are Cl[C:2]([O:4]CC)=[O:3].[CH3:7][CH2:8][N:9](C(C)C)C(C)C.[CH3:16][C:17]1[CH:18]=[CH:19][C:20]2[CH:21]([CH3:29])[CH:22]3[CH2:26][NH:25][CH2:24][CH:23]3[C:27]=2[CH:28]=1. The catalyst is C(Cl)Cl. The yield is 0.460. The product is [CH2:8]([NH:9][C:2](=[O:3])[O-:4])[CH3:7].[CH3:16][C:17]1[CH:18]=[CH:19][C:20]2[CH:21]([CH3:29])[CH:22]3[CH2:26][NH:25][CH2:24][CH:23]3[C:27]=2[CH:28]=1.